This data is from Catalyst prediction with 721,799 reactions and 888 catalyst types from USPTO. The task is: Predict which catalyst facilitates the given reaction. (1) Reactant: [C:1]([C:5]1[CH:10]=[CH:9][C:8]([S:11]([N:14]2[C:20]3[C:21]([CH3:25])=[CH:22][CH:23]=[CH:24][C:19]=3[NH:18][C:17]3[N:26]=[C:27]([C:30]([F:33])([F:32])[F:31])[CH:28]=[CH:29][C:16]=3[CH2:15]2)(=[O:13])=[O:12])=[CH:7][CH:6]=1)([CH3:4])([CH3:3])[CH3:2].C1C(=O)N([Br:41])C(=O)C1. Product: [Br:41][C:22]1[CH:23]=[CH:24][C:19]2[NH:18][C:17]3[N:26]=[C:27]([C:30]([F:32])([F:33])[F:31])[CH:28]=[CH:29][C:16]=3[CH2:15][N:14]([S:11]([C:8]3[CH:7]=[CH:6][C:5]([C:1]([CH3:4])([CH3:2])[CH3:3])=[CH:10][CH:9]=3)(=[O:12])=[O:13])[C:20]=2[C:21]=1[CH3:25]. The catalyst class is: 545. (2) Reactant: C(OC([NH:11][C@@H:12]([CH2:27][C:28]1[CH:33]=[C:32]([F:34])[CH:31]=[C:30]([F:35])[CH:29]=1)[C@@H:13]([OH:26])[CH2:14][N:15]([CH2:24][CH3:25])[NH:16][C:17]([O:19][C:20]([CH3:23])([CH3:22])[CH3:21])=[O:18])=O)C1C=CC=CC=1.[H][H]. Product: [NH2:11][C@@H:12]([CH2:27][C:28]1[CH:29]=[C:30]([F:35])[CH:31]=[C:32]([F:34])[CH:33]=1)[C@@H:13]([OH:26])[CH2:14][N:15]([CH2:24][CH3:25])[NH:16][C:17]([O:19][C:20]([CH3:21])([CH3:22])[CH3:23])=[O:18]. The catalyst class is: 19. (3) Product: [OH:19][C:12]1[C:13]([OH:18])=[C:14]([N+:15]([O-:17])=[O:16])[C:8]2[O:7][C:6]([C:4]([OH:5])=[O:3])=[CH:10][C:9]=2[CH:11]=1. The catalyst class is: 4. Reactant: C([O:3][C:4]([C:6]1[O:7][C:8]2[C:14]([N+:15]([O-:17])=[O:16])=[C:13]([OH:18])[C:12]([O:19]C)=[CH:11][C:9]=2[CH:10]=1)=[O:5])C.B(Br)(Br)Br. (4) Reactant: [F:1][C:2]1[CH:28]=[C:27]([F:29])[CH:26]=[CH:25][C:3]=1[CH2:4][O:5][C:6]1[CH:11]=[C:10]([CH3:12])[N:9]([C:13]2[CH:14]=[C:15]([CH:20]=[CH:21][C:22]=2[CH3:23])[C:16]([O:18][CH3:19])=[O:17])[C:8](=[O:24])[CH:7]=1.[Cl:30]N1C(=O)CCC1=O.ClC(Cl)C(O)=O. Product: [Cl:30][C:7]1[C:8](=[O:24])[N:9]([C:13]2[CH:14]=[C:15]([CH:20]=[CH:21][C:22]=2[CH3:23])[C:16]([O:18][CH3:19])=[O:17])[C:10]([CH3:12])=[CH:11][C:6]=1[O:5][CH2:4][C:3]1[CH:25]=[CH:26][C:27]([F:29])=[CH:28][C:2]=1[F:1]. The catalyst class is: 68. (5) Reactant: [NH:1]1[CH:5]=[N:4][C:3]([C:6]2[CH:7]=[C:8]3[C:12](=[CH:13][CH:14]=2)[N:11]([CH:15]2[CH2:20][CH2:19][CH2:18][CH2:17][O:16]2)[N:10]=[C:9]3[Br:21])=[N:2]1.[C:22]1([C:28](Cl)([C:35]2[CH:40]=[CH:39][CH:38]=[CH:37][CH:36]=2)[C:29]2[CH:34]=[CH:33][CH:32]=[CH:31][CH:30]=2)[CH:27]=[CH:26][CH:25]=[CH:24][CH:23]=1.C(N(CC)CC)C. Product: [Br:21][C:9]1[C:8]2[C:12](=[CH:13][CH:14]=[C:6]([C:3]3[N:4]=[CH:5][N:1]([C:28]([C:22]4[CH:27]=[CH:26][CH:25]=[CH:24][CH:23]=4)([C:35]4[CH:36]=[CH:37][CH:38]=[CH:39][CH:40]=4)[C:29]4[CH:30]=[CH:31][CH:32]=[CH:33][CH:34]=4)[N:2]=3)[CH:7]=2)[N:11]([CH:15]2[CH2:20][CH2:19][CH2:18][CH2:17][O:16]2)[N:10]=1. The catalyst class is: 300. (6) Reactant: [F:1][C:2]1[CH:7]=[CH:6][C:5]([F:8])=[CH:4][C:3]=1[C@H:9]1[CH2:13][CH2:12][CH2:11][N:10]1[C:14]1[CH:19]=[CH:18][N:17]2[N:20]=[CH:21][C:22]([NH2:23])=[C:16]2[N:15]=1.[F:24][C:25]([F:33])([F:32])[C:26]1([C:29](O)=[O:30])[CH2:28][CH2:27]1.CN(C(ON1N=NC2C=CC=NC1=2)=[N+](C)C)C.F[P-](F)(F)(F)(F)F.CCN(C(C)C)C(C)C. Product: [F:1][C:2]1[CH:7]=[CH:6][C:5]([F:8])=[CH:4][C:3]=1[C@H:9]1[CH2:13][CH2:12][CH2:11][N:10]1[C:14]1[CH:19]=[CH:18][N:17]2[N:20]=[CH:21][C:22]([NH:23][C:29]([C:26]3([C:25]([F:33])([F:32])[F:24])[CH2:28][CH2:27]3)=[O:30])=[C:16]2[N:15]=1. The catalyst class is: 329.